From a dataset of Reaction yield outcomes from USPTO patents with 853,638 reactions. Predict the reaction yield, written as a fraction of the theoretical maximum amount of product (1.0 means a 100% yield; for example, 0.34 means a 34% yield). (1) The reactants are [CH2:1]([N:8]1[C:18]2[C:13](=[CH:14][C:15]([O:19]C)=[CH:16][CH:17]=2)[C:11](=[O:12])[C:9]1=[O:10])[C:2]1[CH:7]=[CH:6][CH:5]=[CH:4][CH:3]=1.[Cl-].[Al+3].[Cl-].[Cl-].O. The catalyst is ClCCl. The product is [CH2:1]([N:8]1[C:18]2[C:13](=[CH:14][C:15]([OH:19])=[CH:16][CH:17]=2)[C:11](=[O:12])[C:9]1=[O:10])[C:2]1[CH:3]=[CH:4][CH:5]=[CH:6][CH:7]=1. The yield is 0.780. (2) The reactants are C(N(CC)CC)C.[Cl:8][C:9]1[CH:14]=[CH:13][N:12]=[C:11]([NH2:15])[CH:10]=1.[CH3:16][C:17]([CH3:22])([CH3:21])[C:18](Cl)=[O:19]. The catalyst is ClCCl. The product is [Cl:8][C:9]1[CH:14]=[CH:13][N:12]=[C:11]([NH:15][C:18](=[O:19])[C:17]([CH3:22])([CH3:21])[CH3:16])[CH:10]=1. The yield is 0.670. (3) The reactants are [CH:1]([O:4][C:5]1[S:6][CH:7]=[CH:8][CH:9]=1)([CH3:3])[CH3:2].C([Li])CCC.CN(C)[CH:17]=[O:18].Cl. The catalyst is O1CCCC1.CN(C)P(N(C)C)(N(C)C)=O. The product is [CH:1]([O:4][C:5]1[S:6][C:7]([CH:17]=[O:18])=[CH:8][CH:9]=1)([CH3:3])[CH3:2]. The yield is 0.360. (4) The reactants are O=C[C:3]([O:5][CH2:6][CH3:7])=O.COC1C=C(N)C(N)=CC=1.CO[C:20]1[CH:21]=[C:22]2[C:27](=CC=1)[NH:26][C:25](=[O:30])[CH:24]=[N:23]2. The catalyst is C1(C)C=CC=CC=1.C(O)C. The product is [CH3:3][O:5][C:6]1[CH:7]=[C:27]2[C:22]([N:23]=[CH:24][C:25](=[O:30])[NH:26]2)=[CH:21][CH:20]=1. The yield is 0.420. (5) The reactants are [CH3:1][C:2]1[C:7]([O:8][C:9]2[CH:14]=[CH:13][N:12]=[C:11]([C:15]3[CH:16]=[N:17][N:18]([CH3:20])[CH:19]=3)[CH:10]=2)=[C:6]([CH3:21])[N:5]=[C:4](N)[CH:3]=1.[I:23]CI.C(ON=O)(C)(C)C. The catalyst is CC#N. The product is [I:23][C:4]1[N:5]=[C:6]([CH3:21])[C:7]([O:8][C:9]2[CH:14]=[CH:13][N:12]=[C:11]([C:15]3[CH:16]=[N:17][N:18]([CH3:20])[CH:19]=3)[CH:10]=2)=[C:2]([CH3:1])[CH:3]=1. The yield is 0.430. (6) The catalyst is C(Cl)Cl.C(Cl)Cl.CCOC(C)=O. The yield is 0.549. The reactants are [F:1][C@H:2]1[CH2:18][C@@H:17]2[C@:9]([F:25])([C@@H:10]([OH:24])[CH2:11][C@@:12]3([CH3:23])[C@H:16]2[CH2:15][CH:14]=[C:13]3[C:19](=[O:22])[CH2:20][OH:21])[C@:8]2([CH3:26])[C:3]1=[CH:4][C:5](=[O:27])[CH:6]=[CH:7]2.[CH2:28]([N:35]([CH2:39][Si](C)(C)C)[CH2:36]OC)[C:29]1[CH:34]=[CH:33][CH:32]=[CH:31][CH:30]=1.C1(C)C(C)=CC=CC=1.C(O)(C(F)(F)F)=O. The product is [CH2:28]([N:35]1[CH2:39][C@:13]2([C:19](=[O:22])[CH2:20][OH:21])[C@@H:14]([CH2:15][C@H:16]3[C@H:17]4[C@@:9]([F:25])([C@:8]5([CH3:26])[C:3]([C@@H:2]([F:1])[CH2:18]4)=[CH:4][C:5](=[O:27])[CH:6]=[CH:7]5)[C@@H:10]([OH:24])[CH2:11][C@@:12]32[CH3:23])[CH2:36]1)[C:29]1[CH:34]=[CH:33][CH:32]=[CH:31][CH:30]=1. (7) The reactants are [CH3:1][N:2]([CH3:35])[C:3]([C:5]1[CH:6]=[C:7]([CH2:31][C:32]([OH:34])=[O:33])[CH:8]=[CH:9][C:10]=1[NH:11][C:12]([C:14]1[CH:19]=[CH:18][CH:17]=[C:16]([CH3:20])[C:15]=1[C:21]1[CH:26]=[CH:25][C:24]([C:27]([F:30])([F:29])[F:28])=[CH:23][CH:22]=1)=[O:13])=[O:4].O[CH2:37][C@@:38]1([C:49]([O:51][CH2:52][CH3:53])=[O:50])[C:46]2[C:41](=[CH:42][CH:43]=[CH:44][CH:45]=2)[C:40](=[O:47])[N:39]1[CH3:48].C(N=C=NCCCN(C)C)C.Cl. The catalyst is CC1OCCC1.CN(C1C=CN=CC=1)C. The product is [CH3:35][N:2]([CH3:1])[C:3]([C:5]1[CH:6]=[C:7]([CH2:31][C:32]([O:34][CH2:37][C@@:38]2([C:49]([O:51][CH2:52][CH3:53])=[O:50])[C:46]3[C:41](=[CH:42][CH:43]=[CH:44][CH:45]=3)[C:40](=[O:47])[N:39]2[CH3:48])=[O:33])[CH:8]=[CH:9][C:10]=1[NH:11][C:12]([C:14]1[CH:19]=[CH:18][CH:17]=[C:16]([CH3:20])[C:15]=1[C:21]1[CH:26]=[CH:25][C:24]([C:27]([F:29])([F:28])[F:30])=[CH:23][CH:22]=1)=[O:13])=[O:4]. The yield is 0.830.